Dataset: Catalyst prediction with 721,799 reactions and 888 catalyst types from USPTO. Task: Predict which catalyst facilitates the given reaction. (1) Reactant: [Si]([O:8][C:9]1[CH:10]=[C:11]([NH:16][C:17]([NH:19][CH2:20][C:21]2[CH:22]=[C:23]3[C:27](=[CH:28][CH:29]=2)[C:26](=[O:30])[N:25]([CH:31]2[CH2:36][CH2:35][C:34](=[O:37])[NH:33][C:32]2=[O:38])[CH2:24]3)=[O:18])[CH:12]=[CH:13][C:14]=1[CH3:15])(C(C)(C)C)(C)C.[F-].[Cs+]. Product: [O:38]=[C:32]1[CH:31]([N:25]2[CH2:24][C:23]3[C:27](=[CH:28][CH:29]=[C:21]([CH2:20][NH:19][C:17]([NH:16][C:11]4[CH:12]=[CH:13][C:14]([CH3:15])=[C:9]([OH:8])[CH:10]=4)=[O:18])[CH:22]=3)[C:26]2=[O:30])[CH2:36][CH2:35][C:34](=[O:37])[NH:33]1. The catalyst class is: 18. (2) Product: [CH3:1][O:2][C:3](=[O:19])[C:4]1[CH:9]=[CH:8][CH:7]=[CH:6][C:5]=1[NH:10][CH2:11][C:12]1[CH:17]=[CH:16][N:15]=[C:14]([N:28]2[CH2:32][CH2:31][CH2:30][C:29]2=[O:33])[CH:13]=1. Reactant: [CH3:1][O:2][C:3](=[O:19])[C:4]1[CH:9]=[CH:8][CH:7]=[CH:6][C:5]=1[NH:10][CH2:11][C:12]1[CH:17]=[CH:16][N:15]=[C:14](Br)[CH:13]=1.P([O-])([O-])([O-])=O.[K+].[K+].[K+].[NH:28]1[CH2:32][CH2:31][CH2:30][C:29]1=[O:33].O. The catalyst class is: 185. (3) Product: [CH3:28][O:29][C:30](=[O:51])[C@@H:31]([NH:50][C:4](=[O:5])[C:3]1[C:7]([Cl:22])=[CH:8][C:9]([O:11][Si:12]([CH:16]([CH3:18])[CH3:17])([CH:19]([CH3:20])[CH3:21])[CH:13]([CH3:14])[CH3:15])=[CH:10][C:2]=1[Cl:1])[CH2:32][C:33]1[CH:38]=[CH:37][C:36]([NH:39][C:40](=[O:49])[C:41]2[C:42]([Cl:48])=[CH:43][CH:44]=[CH:45][C:46]=2[Cl:47])=[CH:35][CH:34]=1. The catalyst class is: 93. Reactant: [Cl:1][C:2]1[CH:10]=[C:9]([O:11][Si:12]([CH:19]([CH3:21])[CH3:20])([CH:16]([CH3:18])[CH3:17])[CH:13]([CH3:15])[CH3:14])[CH:8]=[C:7]([Cl:22])[C:3]=1[C:4](O)=[O:5].S(Cl)(Cl)=O.Cl.[CH3:28][O:29][C:30](=[O:51])[C@@H:31]([NH2:50])[CH2:32][C:33]1[CH:38]=[CH:37][C:36]([NH:39][C:40](=[O:49])[C:41]2[C:46]([Cl:47])=[CH:45][CH:44]=[CH:43][C:42]=2[Cl:48])=[CH:35][CH:34]=1.CCN(C(C)C)C(C)C. (4) Reactant: [F:1][C:2]([F:13])([F:12])[C:3]1[N:8]=[CH:7][C:6](B(O)O)=[CH:5][CH:4]=1.Br[C:15]1[N:20]=[C:19]([CH:21]=[O:22])[C:18]([Cl:23])=[CH:17][CH:16]=1.C([O-])([O-])=O.[Na+].[Na+].COCCOC. Product: [Cl:23][C:18]1[CH:17]=[CH:16][C:15]([C:6]2[CH:7]=[N:8][C:3]([C:2]([F:13])([F:12])[F:1])=[CH:4][CH:5]=2)=[N:20][C:19]=1[CH:21]=[O:22]. The catalyst class is: 103. (5) Reactant: [CH2:1]([N:8]([CH:12]1[CH2:14][CH2:13]1)[C:9]([Cl:11])=[O:10])[C:2]1[CH:7]=[CH:6]C=[CH:4][CH:3]=1.C1(NCC2CC[O:23]CC2)CC1.C(NCC1CC1)C1C=CC=CC=1. Product: [CH:12]1([N:8]([CH2:1][CH:2]2[CH2:7][CH2:6][O:23][CH2:4][CH2:3]2)[C:9]([Cl:11])=[O:10])[CH2:14][CH2:13]1. The catalyst class is: 61.